Dataset: Catalyst prediction with 721,799 reactions and 888 catalyst types from USPTO. Task: Predict which catalyst facilitates the given reaction. Reactant: C(OC([N:8]1[CH2:14][CH2:13][CH2:12][N:11]([C:15]2[CH:23]=[CH:22][CH:21]=[C:20]3[C:16]=2[CH:17]=[CH:18][N:19]3[S:24]([C:27]2[CH:32]=[CH:31][CH:30]=[C:29]([Cl:33])[CH:28]=2)(=[O:26])=[O:25])[CH2:10][CH2:9]1)=O)(C)(C)C.[Cl:34]N1C(=O)CCC1=O.S([O-])([O-])(=O)=S.[Na+].[Na+].C(=O)(O)[O-].[Na+]. Product: [ClH:33].[Cl:34][C:21]1[CH:22]=[CH:23][C:15]([N:11]2[CH2:12][CH2:13][CH2:14][NH:8][CH2:9][CH2:10]2)=[C:16]2[C:20]=1[N:19]([S:24]([C:27]1[CH:32]=[CH:31][CH:30]=[C:29]([Cl:33])[CH:28]=1)(=[O:26])=[O:25])[CH:18]=[CH:17]2. The catalyst class is: 38.